From a dataset of Catalyst prediction with 721,799 reactions and 888 catalyst types from USPTO. Predict which catalyst facilitates the given reaction. (1) Product: [Br:1][C:2]1[C:3]([C:13]#[CH:14])=[C:4]([CH:6]=[C:7]([C:9]([F:10])([F:11])[F:12])[CH:8]=1)[NH2:5]. Reactant: [Br:1][C:2]1[C:3]([C:13]#[C:14][Si](C)(C)C)=[C:4]([CH:6]=[C:7]([C:9]([F:12])([F:11])[F:10])[CH:8]=1)[NH2:5].C(=O)([O-])[O-].[K+].[K+]. The catalyst class is: 5. (2) Reactant: [CH:1]1([C:4]2[C:5]([CH:14]=[CH2:15])=[CH:6][C:7]3[CH2:11][O:10][C:9](=[O:12])[C:8]=3[CH:13]=2)[CH2:3][CH2:2]1.ClC1C=CC=C(C(OO)=[O:24])C=1. Product: [CH:1]1([C:4]2[C:5]([CH:14]3[CH2:15][O:24]3)=[CH:6][C:7]3[CH2:11][O:10][C:9](=[O:12])[C:8]=3[CH:13]=2)[CH2:3][CH2:2]1. The catalyst class is: 503. (3) Reactant: C(Cl)(Cl)=O.[NH2:5][C:6]1[CH:7]=[C:8]([C@@H:12]([NH:19][C:20]([O:22][CH2:23][C:24]2[CH:29]=[CH:28][CH:27]=[CH:26][CH:25]=2)=[O:21])[CH2:13][C:14]([O:16][CH2:17][CH3:18])=[O:15])[CH:9]=[CH:10][CH:11]=1.[C:30]([O-:33])(O)=[O:31].[Na+].[Br:35][C:36]1[CH:41]=[CH:40][C:39]([CH2:42][CH2:43]O)=[C:38]([CH3:45])[CH:37]=1.[N-]=C=O.[H-].[Na+].[Cl-].[NH4+]. Product: [CH2:23]([O:22][C:20]([NH:19][C@H:12]([C:8]1[CH:9]=[CH:10][CH:11]=[C:6]([NH:5][C:30]([O:33][CH2:43][CH2:42][C:39]2[CH:40]=[CH:41][C:36]([Br:35])=[CH:37][C:38]=2[CH3:45])=[O:31])[CH:7]=1)[CH2:13][C:14]([O:16][CH2:17][CH3:18])=[O:15])=[O:21])[C:24]1[CH:25]=[CH:26][CH:27]=[CH:28][CH:29]=1. The catalyst class is: 20. (4) Reactant: C([Si](C(C)C)(C(C)C)[N:5]1[CH:9]=[CH:8][C:7](/[CH:10]=[CH:11]/[C:12]([O:14][CH2:15][CH2:16][CH2:17][CH3:18])=[O:13])=[CH:6]1)(C)C.O.O.O.[F-].C([N+](CCCC)(CCCC)CCCC)CCC. Product: [NH:5]1[CH:9]=[CH:8][C:7](/[CH:10]=[CH:11]/[C:12]([O:14][CH2:15][CH2:16][CH2:17][CH3:18])=[O:13])=[CH:6]1. The catalyst class is: 49. (5) Reactant: [CH3:1][C:2]1[NH:3][C:4]2[C:9]([C:10]=1[C:11]([O:13][CH3:14])=[O:12])=[CH:8][CH:7]=[CH:6][CH:5]=2.[C:15]1(B(O)O)[CH:20]=[CH:19][CH:18]=[CH:17][CH:16]=1.C([Cu]C(=O)C)(=O)C.C(N(CC)CC)C. Product: [CH3:1][C:2]1[N:3]([C:15]2[CH:20]=[CH:19][CH:18]=[CH:17][CH:16]=2)[C:4]2[C:9]([C:10]=1[C:11]([O:13][CH3:14])=[O:12])=[CH:8][CH:7]=[CH:6][CH:5]=2. The catalyst class is: 119. (6) Reactant: [Br:1][C:2]1[CH:23]=[CH:22][C:5]([O:6][CH2:7][CH:8]2[CH2:13][CH2:12][N:11]([CH2:14][C:15]3(O)[CH2:20][CH2:19][CH2:18][CH2:17][CH2:16]3)[CH2:10][CH2:9]2)=[CH:4][CH:3]=1.COCCN(S(F)(F)[F:34])CCOC.C([O-])(O)=O.[Na+]. The catalyst class is: 2. Product: [Br:1][C:2]1[CH:23]=[CH:22][C:5]([O:6][CH2:7][CH:8]2[CH2:13][CH2:12][N:11]([CH2:14][C:15]3([F:34])[CH2:20][CH2:19][CH2:18][CH2:17][CH2:16]3)[CH2:10][CH2:9]2)=[CH:4][CH:3]=1. (7) The catalyst class is: 184. Product: [OH:1][C:2]([CH3:34])([CH3:35])[CH2:3][C@:4]1([C:28]2[CH:29]=[CH:30][CH:31]=[CH:32][CH:33]=2)[CH2:5][CH2:6][N:7]([C@H:10]([C:12]2[CH:17]=[CH:16][C:15]([C:37]3[CH:42]=[CH:41][N:40]([CH3:43])[C:39](=[O:44])[CH:38]=3)=[CH:14][CH:13]=2)[CH3:11])[C:45](=[O:48])[CH2:9]1. Reactant: [OH:1][C:2]([CH3:35])([CH3:34])[CH2:3][C@:4]1([C:28]2[CH:33]=[CH:32][CH:31]=[CH:30][CH:29]=2)[CH2:9]C[N:7]([C@H:10]([C:12]2[CH:17]=[CH:16][C:15](B3OC(C)(C)C(C)(C)O3)=[CH:14][CH:13]=2)[CH3:11])[C:6](=O)[CH2:5]1.I[C:37]1[CH:42]=[CH:41][N:40]([CH3:43])[C:39](=[O:44])[CH:38]=1.[C:45]([O-:48])([O-])=O.[Cs+].[Cs+]. (8) Reactant: F[P-](F)(F)(F)(F)F.C([N+]1C=CN(C)C=1)CCC.[C:18]([N:21]1[CH2:26][CH2:25][NH:24][CH2:23][CH2:22]1)(=[O:20])[CH3:19].F[C:28]1[CH:33]=[CH:32][C:31]([N+:34]([O-:36])=[O:35])=[CH:30][C:29]=1[CH3:37]. Product: [C:18]([N:21]1[CH2:26][CH2:25][N:24]([C:28]2[CH:33]=[CH:32][C:31]([N+:34]([O-:36])=[O:35])=[CH:30][C:29]=2[CH3:37])[CH2:23][CH2:22]1)(=[O:20])[CH3:19]. The catalyst class is: 23. (9) Reactant: [F:1][C:2]1[CH:7]=[CH:6][C:5]([NH:8][C:9]([NH:11][CH:12]2[CH2:17][CH2:16][NH:15][CH2:14][CH2:13]2)=[O:10])=[CH:4][CH:3]=1.C(N(CC)CC)C.[Cl:25][C:26]1[CH:31]=[CH:30][C:29]([S:32](Cl)(=[O:34])=[O:33])=[CH:28][CH:27]=1.O. Product: [Cl:25][C:26]1[CH:31]=[CH:30][C:29]([S:32]([N:15]2[CH2:16][CH2:17][CH:12]([NH:11][C:9]([NH:8][C:5]3[CH:6]=[CH:7][C:2]([F:1])=[CH:3][CH:4]=3)=[O:10])[CH2:13][CH2:14]2)(=[O:34])=[O:33])=[CH:28][CH:27]=1. The catalyst class is: 2.